This data is from Full USPTO retrosynthesis dataset with 1.9M reactions from patents (1976-2016). The task is: Predict the reactants needed to synthesize the given product. Given the product [N:3]1([NH2:1])[C:9]2[CH:10]=[CH:11][CH:12]=[CH:13][C:8]=2[CH2:7][CH2:6][CH2:5][CH2:4]1, predict the reactants needed to synthesize it. The reactants are: [N:1]([N:3]1[C:9]2[CH:10]=[CH:11][CH:12]=[CH:13][C:8]=2[CH2:7][CH2:6][CH2:5][CH2:4]1)=O.[H-].[H-].[H-].[H-].[Li+].[Al+3].